Regression. Given two drug SMILES strings and cell line genomic features, predict the synergy score measuring deviation from expected non-interaction effect. From a dataset of NCI-60 drug combinations with 297,098 pairs across 59 cell lines. (1) Drug 1: C1CC(=O)NC(=O)C1N2CC3=C(C2=O)C=CC=C3N. Drug 2: C1=CC(=CC=C1CCCC(=O)O)N(CCCl)CCCl. Cell line: SF-539. Synergy scores: CSS=22.3, Synergy_ZIP=-12.9, Synergy_Bliss=-7.55, Synergy_Loewe=-11.8, Synergy_HSA=-6.03. (2) Drug 1: C1=CC(=CC=C1CCCC(=O)O)N(CCCl)CCCl. Drug 2: CCCCC(=O)OCC(=O)C1(CC(C2=C(C1)C(=C3C(=C2O)C(=O)C4=C(C3=O)C=CC=C4OC)O)OC5CC(C(C(O5)C)O)NC(=O)C(F)(F)F)O. Cell line: KM12. Synergy scores: CSS=3.83, Synergy_ZIP=-3.84, Synergy_Bliss=-5.71, Synergy_Loewe=-2.58, Synergy_HSA=-2.38. (3) Drug 1: CC1CCC2CC(C(=CC=CC=CC(CC(C(=O)C(C(C(=CC(C(=O)CC(OC(=O)C3CCCCN3C(=O)C(=O)C1(O2)O)C(C)CC4CCC(C(C4)OC)O)C)C)O)OC)C)C)C)OC. Drug 2: CS(=O)(=O)OCCCCOS(=O)(=O)C. Cell line: KM12. Synergy scores: CSS=6.80, Synergy_ZIP=-1.31, Synergy_Bliss=5.74, Synergy_Loewe=-7.55, Synergy_HSA=2.40. (4) Drug 1: COC1=CC(=CC(=C1O)OC)C2C3C(COC3=O)C(C4=CC5=C(C=C24)OCO5)OC6C(C(C7C(O6)COC(O7)C8=CC=CS8)O)O. Drug 2: C1=CC(=CC=C1CCCC(=O)O)N(CCCl)CCCl. Cell line: MALME-3M. Synergy scores: CSS=28.3, Synergy_ZIP=-8.26, Synergy_Bliss=-2.51, Synergy_Loewe=-33.4, Synergy_HSA=0.614. (5) Drug 1: CC12CCC3C(C1CCC2O)C(CC4=C3C=CC(=C4)O)CCCCCCCCCS(=O)CCCC(C(F)(F)F)(F)F. Drug 2: COCCOC1=C(C=C2C(=C1)C(=NC=N2)NC3=CC=CC(=C3)C#C)OCCOC.Cl. Cell line: COLO 205. Synergy scores: CSS=-4.25, Synergy_ZIP=2.69, Synergy_Bliss=2.23, Synergy_Loewe=-1.87, Synergy_HSA=-1.42. (6) Drug 1: CS(=O)(=O)CCNCC1=CC=C(O1)C2=CC3=C(C=C2)N=CN=C3NC4=CC(=C(C=C4)OCC5=CC(=CC=C5)F)Cl. Drug 2: CN(CC1=CN=C2C(=N1)C(=NC(=N2)N)N)C3=CC=C(C=C3)C(=O)NC(CCC(=O)O)C(=O)O. Cell line: SF-295. Synergy scores: CSS=26.8, Synergy_ZIP=1.48, Synergy_Bliss=-0.227, Synergy_Loewe=-47.6, Synergy_HSA=-1.90. (7) Drug 1: CN1CCC(CC1)COC2=C(C=C3C(=C2)N=CN=C3NC4=C(C=C(C=C4)Br)F)OC. Drug 2: CC(C1=C(C=CC(=C1Cl)F)Cl)OC2=C(N=CC(=C2)C3=CN(N=C3)C4CCNCC4)N. Cell line: MALME-3M. Synergy scores: CSS=3.68, Synergy_ZIP=-1.80, Synergy_Bliss=-2.10, Synergy_Loewe=-3.87, Synergy_HSA=-3.17. (8) Drug 1: C1CCN(CC1)CCOC2=CC=C(C=C2)C(=O)C3=C(SC4=C3C=CC(=C4)O)C5=CC=C(C=C5)O. Drug 2: CC1C(C(=O)NC(C(=O)N2CCCC2C(=O)N(CC(=O)N(C(C(=O)O1)C(C)C)C)C)C(C)C)NC(=O)C3=C4C(=C(C=C3)C)OC5=C(C(=O)C(=C(C5=N4)C(=O)NC6C(OC(=O)C(N(C(=O)CN(C(=O)C7CCCN7C(=O)C(NC6=O)C(C)C)C)C)C(C)C)C)N)C. Cell line: RXF 393. Synergy scores: CSS=19.1, Synergy_ZIP=-5.35, Synergy_Bliss=1.17, Synergy_Loewe=-61.4, Synergy_HSA=3.15.